From a dataset of Full USPTO retrosynthesis dataset with 1.9M reactions from patents (1976-2016). Predict the reactants needed to synthesize the given product. Given the product [CH2:18]([O:17][C:15]([N:12]1[CH2:13][CH2:14][CH:9]([C@@H:7]([NH2:6])[CH3:8])[CH2:10][CH2:11]1)=[O:16])[C:19]1[CH:24]=[CH:23][CH:22]=[CH:21][CH:20]=1, predict the reactants needed to synthesize it. The reactants are: CC(C)(S([NH:6][C@H:7]([CH:9]1[CH2:14][CH2:13][N:12]([C:15]([O:17][CH2:18][C:19]2[CH:24]=[CH:23][CH:22]=[CH:21][CH:20]=2)=[O:16])[CH2:11][CH2:10]1)[CH3:8])=O)C.Cl.